From a dataset of NCI-60 drug combinations with 297,098 pairs across 59 cell lines. Regression. Given two drug SMILES strings and cell line genomic features, predict the synergy score measuring deviation from expected non-interaction effect. (1) Drug 1: CC12CCC(CC1=CCC3C2CCC4(C3CC=C4C5=CN=CC=C5)C)O. Drug 2: C1CC(=O)NC(=O)C1N2CC3=C(C2=O)C=CC=C3N. Cell line: NCI-H322M. Synergy scores: CSS=-7.51, Synergy_ZIP=0.0511, Synergy_Bliss=-7.35, Synergy_Loewe=-7.10, Synergy_HSA=-8.02. (2) Drug 1: CCC1(CC2CC(C3=C(CCN(C2)C1)C4=CC=CC=C4N3)(C5=C(C=C6C(=C5)C78CCN9C7C(C=CC9)(C(C(C8N6C)(C(=O)OC)O)OC(=O)C)CC)OC)C(=O)OC)O.OS(=O)(=O)O. Drug 2: CC1=C(C(=O)C2=C(C1=O)N3CC4C(C3(C2COC(=O)N)OC)N4)N. Cell line: LOX IMVI. Synergy scores: CSS=34.5, Synergy_ZIP=-0.263, Synergy_Bliss=-0.797, Synergy_Loewe=-2.73, Synergy_HSA=1.45.